This data is from Peptide-MHC class I binding affinity with 185,985 pairs from IEDB/IMGT. The task is: Regression. Given a peptide amino acid sequence and an MHC pseudo amino acid sequence, predict their binding affinity value. This is MHC class I binding data. (1) The peptide sequence is SPKTPDYPLI. The MHC is HLA-B07:02 with pseudo-sequence HLA-B07:02. The binding affinity (normalized) is 0.482. (2) The peptide sequence is INIVIIVLI. The MHC is Mamu-B08 with pseudo-sequence Mamu-B08. The binding affinity (normalized) is 0.297. (3) The peptide sequence is RFFPTAFEF. The MHC is Mamu-B52 with pseudo-sequence Mamu-B52. The binding affinity (normalized) is 0.670. (4) The peptide sequence is ITVSGLYPLA. The MHC is HLA-A30:01 with pseudo-sequence HLA-A30:01. The binding affinity (normalized) is 0.433. (5) The peptide sequence is LTEPPTLAY. The MHC is HLA-A32:01 with pseudo-sequence HLA-A32:01. The binding affinity (normalized) is 0.0328. (6) The peptide sequence is ISNQEPLKL. The MHC is HLA-B27:05 with pseudo-sequence HLA-B27:05. The binding affinity (normalized) is 0.0847. (7) The peptide sequence is PAASAIFDV. The MHC is HLA-A24:03 with pseudo-sequence HLA-A24:03. The binding affinity (normalized) is 0.0847. (8) The peptide sequence is VEAVMYMGTL. The binding affinity (normalized) is 0.675. The MHC is HLA-B40:02 with pseudo-sequence HLA-B40:02. (9) The peptide sequence is VPAERRGVF. The MHC is HLA-B15:09 with pseudo-sequence HLA-B15:09. The binding affinity (normalized) is 0.0847.